From a dataset of Reaction yield outcomes from USPTO patents with 853,638 reactions. Predict the reaction yield, written as a fraction of the theoretical maximum amount of product (1.0 means a 100% yield; for example, 0.34 means a 34% yield). (1) The reactants are [CH3:1][C:2]1[O:6][C:5]([C:7]2[CH:8]=[CH:9][C:10]3[O:14][CH:13]=[C:12]([C:15]4[CH:24]=[CH:23][C:18]([C:19]([O:21]C)=[O:20])=[CH:17][CH:16]=4)[C:11]=3[CH:25]=2)=[N:4][N:3]=1.[OH-].[Na+].O1CCCC1.Cl. The catalyst is O.CO. The product is [CH3:1][C:2]1[O:6][C:5]([C:7]2[CH:8]=[CH:9][C:10]3[O:14][CH:13]=[C:12]([C:15]4[CH:16]=[CH:17][C:18]([C:19]([OH:21])=[O:20])=[CH:23][CH:24]=4)[C:11]=3[CH:25]=2)=[N:4][N:3]=1. The yield is 0.830. (2) The reactants are [Cl:1][C:2]1[N:7]=[C:6](Cl)[CH:5]=[C:4]([C:9]2[CH:10]=[N:11][N:12]([CH3:14])[CH:13]=2)[N:3]=1.CCN(C(C)C)C(C)C.[OH:24][CH:25]1[CH2:30][CH2:29][NH:28][CH2:27][CH2:26]1. The catalyst is CO. The product is [ClH:1].[Cl:1][C:2]1[N:7]=[C:6]([N:28]2[CH2:29][CH2:30][CH:25]([OH:24])[CH2:26][CH2:27]2)[CH:5]=[C:4]([C:9]2[CH:10]=[N:11][N:12]([CH3:14])[CH:13]=2)[N:3]=1. The yield is 0.494. (3) The reactants are [NH2:1][C:2]1[N:7]=[C:6]([NH2:8])[C:5]([NH2:9])=[C:4]([OH:10])[N:3]=1.[ClH:11]. The catalyst is CO. The product is [ClH:11].[ClH:11].[NH2:1][C:2]1[N:3]=[C:4]([OH:10])[C:5]([NH2:9])=[C:6]([NH2:8])[N:7]=1. The yield is 0.880. (4) The reactants are [F:1][C:2]1([F:14])[CH2:8][CH2:7][C:6]2[CH:9]=[C:10]([NH2:13])[CH:11]=[CH:12][C:5]=2[CH2:4][CH2:3]1.Cl[C:16]1[N:21]=[C:20]([NH:22][C:23]2[CH:32]=[CH:31][CH:30]=[CH:29][C:24]=2[C:25]([NH:27][CH3:28])=[O:26])[C:19]([Cl:33])=[CH:18][N:17]=1.C(O)(C)C.Cl.O1CCOCC1. No catalyst specified. The product is [Cl:33][C:19]1[C:20]([NH:22][C:23]2[CH:32]=[CH:31][CH:30]=[CH:29][C:24]=2[C:25]([NH:27][CH3:28])=[O:26])=[N:21][C:16]([NH:13][C:10]2[CH:11]=[CH:12][C:5]3[CH2:4][CH2:3][C:2]([F:14])([F:1])[CH2:8][CH2:7][C:6]=3[CH:9]=2)=[N:17][CH:18]=1. The yield is 0.290.